Dataset: Forward reaction prediction with 1.9M reactions from USPTO patents (1976-2016). Task: Predict the product of the given reaction. (1) Given the reactants [BH4-].[Na+].CO.[CH3:5][O:6][C:7](=[O:32])[CH2:8][CH2:9][CH2:10][C:11]#[C:12][CH2:13][N:14]1[C@@H:19](/[CH:20]=[CH:21]/[C:22](=[O:30])[CH2:23][C:24]2[CH:29]=[CH:28][CH:27]=[CH:26][CH:25]=2)[CH2:18][CH2:17][CH2:16][C:15]1=[O:31], predict the reaction product. The product is: [CH3:5][O:6][C:7](=[O:32])[CH2:8][CH2:9][CH2:10][C:11]#[C:12][CH2:13][N:14]1[C:15](=[O:31])[CH2:16][CH2:17][CH2:18][C@@H:19]1/[CH:20]=[CH:21]/[CH:22]([OH:30])[CH2:23][C:24]1[CH:29]=[CH:28][CH:27]=[CH:26][CH:25]=1. (2) Given the reactants [NH:1]1[C:9]2[C:4](=[CH:5][CH:6]=[CH:7][CH:8]=2)[C:3]2([CH2:12][NH:11][CH2:10]2)[C:2]1=[O:13].C([O-])([O-])=O.[K+].[K+].[CH3:20][C:21]([O:24][C:25](O[C:25]([O:24][C:21]([CH3:23])([CH3:22])[CH3:20])=[O:26])=[O:26])([CH3:23])[CH3:22].N, predict the reaction product. The product is: [O:13]=[C:2]1[C:3]2([CH2:12][N:11]([C:25]([O:24][C:21]([CH3:23])([CH3:22])[CH3:20])=[O:26])[CH2:10]2)[C:4]2[C:9](=[CH:8][CH:7]=[CH:6][CH:5]=2)[NH:1]1.